Dataset: Full USPTO retrosynthesis dataset with 1.9M reactions from patents (1976-2016). Task: Predict the reactants needed to synthesize the given product. (1) Given the product [Br:7][C:5]1[CH:6]=[C:2]([C:14]2[CH:13]=[CH:12][CH:11]=[C:10]([O:9][CH3:8])[CH:15]=2)[S:3][CH:4]=1, predict the reactants needed to synthesize it. The reactants are: Br[C:2]1[S:3][CH:4]=[C:5]([Br:7])[CH:6]=1.[CH3:8][O:9][C:10]1[CH:11]=[C:12](B(O)O)[CH:13]=[CH:14][CH:15]=1. (2) The reactants are: [Cl:1][C:2]1[CH:3]=[C:4]([C:12]2[CH:17]=[CH:16][C:15]([F:18])=[C:14]([F:19])[CH:13]=2)[C:5]2[N:6]([N:8]=[C:9]([NH2:11])[N:10]=2)[CH:7]=1.Br[C:21]1[CH:26]=[CH:25][C:24]([N:27]2[CH:31]=[C:30]([CH3:32])[N:29]=[CH:28]2)=[C:23]([O:33][CH3:34])[CH:22]=1.C(Cl)Cl. Given the product [Cl:1][C:2]1[CH:3]=[C:4]([C:12]2[CH:17]=[CH:16][C:15]([F:18])=[C:14]([F:19])[CH:13]=2)[C:5]2[N:6]([N:8]=[C:9]([NH:11][C:21]3[CH:26]=[CH:25][C:24]([N:27]4[CH:31]=[C:30]([CH3:32])[N:29]=[CH:28]4)=[C:23]([O:33][CH3:34])[CH:22]=3)[N:10]=2)[CH:7]=1, predict the reactants needed to synthesize it. (3) Given the product [CH3:28][O:25][C:2]1[S:3][C:4]2[C:9]([NH:10][C:11]([CH3:15])([CH3:14])[CH2:12][OH:13])=[N:8][C:7]([S:16][CH2:17][C:18]3[CH:23]=[CH:22][CH:21]=[CH:20][CH:19]=3)=[N:6][C:5]=2[N:24]=1, predict the reactants needed to synthesize it. The reactants are: Br[C:2]1[S:3][C:4]2[C:9]([NH:10][C:11]([CH3:15])([CH3:14])[CH2:12][OH:13])=[N:8][C:7]([S:16][CH2:17][C:18]3[CH:23]=[CH:22][CH:21]=[CH:20][CH:19]=3)=[N:6][C:5]=2[N:24]=1.[OH-:25].[K+].Cl.[CH3:28]O. (4) Given the product [CH2:36]([NH:39][C:27]([NH:20][C:19]1[CH:21]=[CH:22][C:16]([O:15][C:6]2[C:5]3[C:10](=[CH:11][C:12]([O:13][CH3:14])=[C:3]([O:2][CH3:1])[CH:4]=3)[N:9]=[CH:8][N:7]=2)=[CH:17][CH:18]=1)=[O:33])[CH:37]=[CH2:38], predict the reactants needed to synthesize it. The reactants are: [CH3:1][O:2][C:3]1[CH:4]=[C:5]2[C:10](=[CH:11][C:12]=1[O:13][CH3:14])[N:9]=[CH:8][N:7]=[C:6]2[O:15][C:16]1[CH:22]=[CH:21][C:19]([NH2:20])=[CH:18][CH:17]=1.ClC(Cl)(O[C:27](=[O:33])OC(Cl)(Cl)Cl)Cl.Cl.[CH2:36]([NH2:39])[CH:37]=[CH2:38].CO. (5) Given the product [CH3:1][N:2]([CH3:6])[CH2:3][CH2:4][O:5][C:8]1[CH:17]=[C:16]2[C:11]([C:12](=[O:18])[NH:13][CH:14]=[N:15]2)=[CH:10][CH:9]=1, predict the reactants needed to synthesize it. The reactants are: [CH3:1][N:2]([CH3:6])[CH2:3][CH2:4][OH:5].F[C:8]1[CH:17]=[C:16]2[C:11]([C:12](=[O:18])[NH:13][CH:14]=[N:15]2)=[CH:10][CH:9]=1. (6) Given the product [N:8]1[CH:9]=[CH:10][C:11]([N:14]2[CH2:19][CH2:18][C:17]3([CH2:25][CH2:24][CH2:23][NH:22][CH2:21][CH2:20]3)[CH2:16][CH2:15]2)=[CH:12][CH:13]=1, predict the reactants needed to synthesize it. The reactants are: C(O)(C(F)(F)F)=O.[N:8]1[CH:13]=[CH:12][C:11]([N:14]2[CH2:19][CH2:18][C:17]3([CH2:25][CH2:24][CH2:23][N:22](C(OC(C)(C)C)=O)[CH2:21][CH2:20]3)[CH2:16][CH2:15]2)=[CH:10][CH:9]=1. (7) Given the product [CH3:33][C:8]1[CH:9]=[C:10]([O:13][CH:14]([C:16]2[C:17]([CH3:32])=[N:18][C:19]([C:22]3[CH:27]=[CH:26][CH:25]=[C:24]([C:28]([F:31])([F:30])[F:29])[CH:23]=3)=[CH:20][CH:21]=2)[CH3:15])[CH:11]=[CH:12][C:7]=1[O:6][CH2:5][C:4]([OH:34])=[O:3], predict the reactants needed to synthesize it. The reactants are: C([O:3][C:4](=[O:34])[CH2:5][O:6][C:7]1[CH:12]=[CH:11][C:10]([O:13][CH:14]([C:16]2[C:17]([CH3:32])=[N:18][C:19]([C:22]3[CH:27]=[CH:26][CH:25]=[C:24]([C:28]([F:31])([F:30])[F:29])[CH:23]=3)=[CH:20][CH:21]=2)[CH3:15])=[CH:9][C:8]=1[CH3:33])C.ClC(C1C(C)=NC(C2C=CC=C(C(F)(F)F)C=2)=CC=1)C.ClC(C1C(C)=NC(C2C=CC(C(F)(F)F)=CC=2)=CC=1)CCC.